From a dataset of Full USPTO retrosynthesis dataset with 1.9M reactions from patents (1976-2016). Predict the reactants needed to synthesize the given product. Given the product [Br:1][C:2]1[CH:3]=[CH:4][C:5]([CH2:6][N:7]2[C:11]3[CH:12]=[C:13]([OH:16])[CH:14]=[CH:15][C:10]=3[N:9]=[C:8]2[CH2:18][C:19]([CH3:25])([CH3:26])[C:20]([O:22][CH2:23][CH3:24])=[O:21])=[CH:27][CH:28]=1, predict the reactants needed to synthesize it. The reactants are: [Br:1][C:2]1[CH:28]=[CH:27][C:5]([CH2:6][N:7]2[C:11]3[CH:12]=[C:13]([O:16]C)[CH:14]=[CH:15][C:10]=3[N:9]=[C:8]2[CH2:18][C:19]([CH3:26])([CH3:25])[C:20]([O:22][CH2:23][CH3:24])=[O:21])=[CH:4][CH:3]=1.B(Br)(Br)Br.C([O-])(O)=O.[Na+].